Dataset: Peptide-MHC class I binding affinity with 185,985 pairs from IEDB/IMGT. Task: Regression. Given a peptide amino acid sequence and an MHC pseudo amino acid sequence, predict their binding affinity value. This is MHC class I binding data. (1) The peptide sequence is FSNRVYEALY. The MHC is HLA-A33:01 with pseudo-sequence HLA-A33:01. The binding affinity (normalized) is 0. (2) The MHC is HLA-B15:01 with pseudo-sequence HLA-B15:01. The binding affinity (normalized) is 0.0847. The peptide sequence is QPQQSPQFF.